From a dataset of Catalyst prediction with 721,799 reactions and 888 catalyst types from USPTO. Predict which catalyst facilitates the given reaction. (1) Reactant: [CH3:1][N:2]([CH3:4])[NH2:3].CO.[CH:7]([CH:9]=O)=O. Product: [CH3:1][N:2]([CH3:4])[N:3]=[CH:7][CH:9]=[N:3][N:2]([CH3:4])[CH3:1]. The catalyst class is: 6. (2) Reactant: [F:1][C:2]1[CH:3]=[N:4][C:5]([N:8]2[CH2:13][CH2:12][CH:11]([O:14][C:15]3[S:16][C:17]4[CH:23]=[C:22]([C:24]5[CH2:29][CH2:28][N:27](C(OC(C)(C)C)=O)[CH2:26][CH:25]=5)[CH:21]=[CH:20][C:18]=4[N:19]=3)[CH2:10][CH2:9]2)=[N:6][CH:7]=1.C(O)(C(F)(F)F)=O. Product: [F:1][C:2]1[CH:7]=[N:6][C:5]([N:8]2[CH2:13][CH2:12][CH:11]([O:14][C:15]3[S:16][C:17]4[CH:23]=[C:22]([C:24]5[CH2:29][CH2:28][NH:27][CH2:26][CH:25]=5)[CH:21]=[CH:20][C:18]=4[N:19]=3)[CH2:10][CH2:9]2)=[N:4][CH:3]=1. The catalyst class is: 2. (3) Reactant: [S:1]1[CH:5]=[C:4]([CH2:6][N:7]2[C:15]3[C:10](=[CH:11][C:12]([NH:16][C:17]4[C:26]5[C:21](=[CH:22][CH:23]=[CH:24][C:25]=5[O:27][C@H:28]([CH3:32])[C:29]([OH:31])=O)[N:20]=[CH:19][N:18]=4)=[CH:13][CH:14]=3)[CH:9]=[N:8]2)[N:3]=[CH:2]1.OC1C=CC=C[N+]=1[O-].[NH:41]1[CH2:46][CH2:45][O:44][CH2:43][CH2:42]1.C(N(C(C)C)CC)(C)C.CCN=C=NCCCN(C)C. Product: [CH3:32][C@@H:28]([O:27][C:25]1[CH:24]=[CH:23][CH:22]=[C:21]2[C:26]=1[C:17]([NH:16][C:12]1[CH:11]=[C:10]3[C:15](=[CH:14][CH:13]=1)[N:7]([CH2:6][C:4]1[N:3]=[CH:2][S:1][CH:5]=1)[N:8]=[CH:9]3)=[N:18][CH:19]=[N:20]2)[C:29]([N:41]1[CH2:46][CH2:45][O:44][CH2:43][CH2:42]1)=[O:31]. The catalyst class is: 3.